From a dataset of Reaction yield outcomes from USPTO patents with 853,638 reactions. Predict the reaction yield, written as a fraction of the theoretical maximum amount of product (1.0 means a 100% yield; for example, 0.34 means a 34% yield). (1) The catalyst is C(OCC)(=O)C. The yield is 0.820. The reactants are [CH3:1][N:2]([CH2:10][CH:11]1[CH2:16][CH2:15][O:14][CH2:13][CH2:12]1)C(=O)OC(C)(C)C.[ClH:17].C(OCC)(=O)C. The product is [ClH:17].[CH3:1][NH:2][CH2:10][CH:11]1[CH2:16][CH2:15][O:14][CH2:13][CH2:12]1. (2) The product is [OH:44][C:41]1[CH:42]=[CH:43][C:38]([C:37](=[C:45]2[CH2:46][C:47]([CH3:53])([CH3:54])[O:48][C:49]([CH3:51])([CH3:52])[CH2:50]2)[C:34]2[CH:33]=[CH:32][C:31](/[CH:15]=[CH:16]/[C:17]([O:19][CH2:20][CH3:21])=[O:18])=[CH:36][CH:35]=2)=[CH:39][CH:40]=1. The catalyst is CC([O-])=O.CC([O-])=O.[Pd+2].CN(C=O)C. The yield is 0.690. The reactants are OC1C=CC(C(=C2CCOCC2)C2C=CC(/[CH:15]=[CH:16]/[C:17]([O:19][C:20](C)(C)[CH3:21])=[O:18])=CC=2)=CC=1.Br[C:31]1[CH:36]=[CH:35][C:34]([C:37](=[C:45]2[CH2:50][C:49]([CH3:52])([CH3:51])[O:48][C:47]([CH3:54])([CH3:53])[CH2:46]2)[C:38]2[CH:43]=[CH:42][C:41]([OH:44])=[CH:40][CH:39]=2)=[CH:33][CH:32]=1.C(OCC)(=O)C=C.CC1C=CC=CC=1P(C1C=CC=CC=1C)C1C=CC=CC=1C.CCN(CC)CC.